Binary Classification. Given a T-cell receptor sequence (or CDR3 region) and an epitope sequence, predict whether binding occurs between them. From a dataset of TCR-epitope binding with 47,182 pairs between 192 epitopes and 23,139 TCRs. (1) The epitope is TPQDLNTML. The TCR CDR3 sequence is CAPTPEGGGQGQPQHF. Result: 1 (the TCR binds to the epitope). (2) The epitope is QECVRGTTVL. The TCR CDR3 sequence is CASSAGTSNEQFF. Result: 1 (the TCR binds to the epitope). (3) The epitope is GMFNMLSTVLGVS. The TCR CDR3 sequence is CASSQEGGFTDTQYF. Result: 0 (the TCR does not bind to the epitope). (4) The epitope is NLDSKVGGNY. The TCR CDR3 sequence is CASSQVKAGFQSSYEQYF. Result: 0 (the TCR does not bind to the epitope). (5) The epitope is MLNIPSINV. The TCR CDR3 sequence is CATENRGYSYNEQFF. Result: 1 (the TCR binds to the epitope). (6) The epitope is YLNTLTLAV. The TCR CDR3 sequence is CASSYSIGSGEETQYF. Result: 1 (the TCR binds to the epitope). (7) The epitope is SEPVLKGVKL. The TCR CDR3 sequence is CATSDLEDYGYTF. Result: 1 (the TCR binds to the epitope).